This data is from Peptide-MHC class II binding affinity with 134,281 pairs from IEDB. The task is: Regression. Given a peptide amino acid sequence and an MHC pseudo amino acid sequence, predict their binding affinity value. This is MHC class II binding data. (1) The peptide sequence is GELQIVDFIDAAFKI. The MHC is DRB1_1302 with pseudo-sequence DRB1_1302. The binding affinity (normalized) is 0.585. (2) The peptide sequence is RQSGATIADVLAEKE. The MHC is DRB1_0701 with pseudo-sequence DRB1_0701. The binding affinity (normalized) is 0.150.